From a dataset of Full USPTO retrosynthesis dataset with 1.9M reactions from patents (1976-2016). Predict the reactants needed to synthesize the given product. (1) The reactants are: Br[C:2]1[CH:38]=[CH:37][C:5]([CH2:6][N:7]2[C:11]3[CH:12]=[CH:13][C:14]([O:16][CH2:17][C:18]4[CH:27]=[CH:26][C:25]5[C:20](=[CH:21][CH:22]=[CH:23][CH:24]=5)[N:19]=4)=[CH:15][C:10]=3[N:9]=[C:8]2[C@@H:28]2[C@H:30]([C:31]([O:33]C)=[O:32])[C:29]2([CH3:36])[CH3:35])=[C:4]([F:39])[CH:3]=1.[F:40][C:41]1[CH:46]=[CH:45][C:44](B(O)O)=[CH:43][CH:42]=1. Given the product [F:39][C:4]1[CH:3]=[C:2]([C:44]2[CH:45]=[CH:46][C:41]([F:40])=[CH:42][CH:43]=2)[CH:38]=[CH:37][C:5]=1[CH2:6][N:7]1[C:11]2[CH:12]=[CH:13][C:14]([O:16][CH2:17][C:18]3[CH:27]=[CH:26][C:25]4[C:20](=[CH:21][CH:22]=[CH:23][CH:24]=4)[N:19]=3)=[CH:15][C:10]=2[N:9]=[C:8]1[C@@H:28]1[C@H:30]([C:31]([OH:33])=[O:32])[C:29]1([CH3:36])[CH3:35], predict the reactants needed to synthesize it. (2) Given the product [CH:1]([N:23]1[C:7]2[C:2](=[CH:3][CH:4]=[CH:5][CH:6]=2)[CH:22]=[CH:21]1)([C:8]1[CH:13]=[CH:12][CH:11]=[CH:10][CH:9]=1)[C:2]1[CH:7]=[CH:6][CH:5]=[CH:4][CH:3]=1, predict the reactants needed to synthesize it. The reactants are: [CH:1](Br)([C:8]1[CH:13]=[CH:12][CH:11]=[CH:10][CH:9]=1)[C:2]1[CH:7]=[CH:6][CH:5]=[CH:4][CH:3]=1.C([O-])([O-])=O.[Cs+].[Cs+].[C:21](#[N:23])[CH3:22]. (3) Given the product [CH:1]([O:4][CH:5]([CH2:17][C:18]1[CH:19]=[CH:20][CH:21]=[CH:22][CH:23]=1)[CH2:6][N:7]1[C:28]2[C:30]([C:32](=[O:33])[NH:24][C:25](=[O:26])[N:27]=2)=[N:16][C:9]2[CH:10]=[C:11]([CH3:15])[C:12]([CH3:14])=[CH:13][C:8]1=2)([CH3:3])[CH3:2], predict the reactants needed to synthesize it. The reactants are: [CH:1]([O:4][CH:5]([CH2:17][C:18]1[CH:23]=[CH:22][CH:21]=[CH:20][CH:19]=1)[CH2:6][NH:7][C:8]1[C:9]([NH2:16])=[CH:10][C:11]([CH3:15])=[C:12]([CH3:14])[CH:13]=1)([CH3:3])[CH3:2].[NH:24]1[C:32](=[O:33])[C:30](=O)[C:28](=O)[NH:27][C:25]1=[O:26].B(O)(O)O. (4) Given the product [NH2:8][C:6]1[C:5]([CH3:11])=[CH:4][C:3]([CH:12]2[CH2:17][CH2:16][N:15]([CH2:18][C:19]3[CH:20]=[CH:21][C:22]([O:25][CH3:26])=[CH:23][CH:24]=3)[C:14](=[O:27])[CH2:13]2)=[C:2]([CH3:1])[CH:7]=1, predict the reactants needed to synthesize it. The reactants are: [CH3:1][C:2]1[CH:7]=[C:6]([N+:8]([O-])=O)[C:5]([CH3:11])=[CH:4][C:3]=1[CH:12]1[CH2:17][CH2:16][N:15]([CH2:18][C:19]2[CH:24]=[CH:23][C:22]([O:25][CH3:26])=[CH:21][CH:20]=2)[C:14](=[O:27])[CH2:13]1. (5) Given the product [Cl:1][C:2]1[CH:7]=[CH:6][C:5]([C:8]2[C:14]3[CH:15]=[C:16]([O:19][CH3:20])[CH:17]=[CH:18][C:13]=3[N:12]3[C:21]([CH3:24])=[N:22][N:23]=[C:11]3[C@H:10]([CH2:25][C:26]([NH:38][CH2:37][CH2:36][CH2:35][N:29]3[CH2:34][CH2:33][O:32][CH2:31][CH2:30]3)=[O:27])[N:9]=2)=[CH:4][CH:3]=1, predict the reactants needed to synthesize it. The reactants are: [Cl:1][C:2]1[CH:7]=[CH:6][C:5]([C:8]2[C:14]3[CH:15]=[C:16]([O:19][CH3:20])[CH:17]=[CH:18][C:13]=3[N:12]3[C:21]([CH3:24])=[N:22][N:23]=[C:11]3[C@H:10]([CH2:25][C:26](O)=[O:27])[N:9]=2)=[CH:4][CH:3]=1.[N:29]1([CH2:35][CH2:36][CH2:37][NH2:38])[CH2:34][CH2:33][O:32][CH2:31][CH2:30]1.CN(C(ON1N=NC2C=CC=NC1=2)=[N+](C)C)C.F[P-](F)(F)(F)(F)F.CCN(C(C)C)C(C)C. (6) Given the product [CH:32]1([C:29]([OH:31])([CH3:30])[CH2:28][NH:23][C:15]([C:5]2[CH:4]=[N:3][C:2]([Br:1])=[C:7]([C:8]3[CH:9]=[CH:10][C:11]([F:14])=[CH:12][CH:13]=3)[N:6]=2)=[O:17])[CH2:34][CH2:33]1, predict the reactants needed to synthesize it. The reactants are: [Br:1][C:2]1[N:3]=[CH:4][C:5]([C:15]([OH:17])=O)=[N:6][C:7]=1[C:8]1[CH:13]=[CH:12][C:11]([F:14])=[CH:10][CH:9]=1.ClC([N:23](C)C)=C(C)C.NC[CH2:28][C:29]([CH:32]1[CH2:34][CH2:33]1)([OH:31])[CH3:30].C(N(C(C)C)C(C)C)C. (7) Given the product [Cl:12][C:13]1[C:14]([N:19]2[C:23]([C:24]([O:26][CH3:27])=[O:25])=[CH:22][C:21]([CH:28]([OH:29])[CH2:30][N:7]3[N:8]=[N:9][C:5]([C:4]([F:11])([F:10])[F:3])=[N:6]3)=[N:20]2)=[N:15][CH:16]=[CH:17][CH:18]=1, predict the reactants needed to synthesize it. The reactants are: [H-].[Na+].[F:3][C:4]([F:11])([F:10])[C:5]1[N:6]=[N:7][NH:8][N:9]=1.[Cl:12][C:13]1[C:14]([N:19]2[C:23]([C:24]([O:26][CH3:27])=[O:25])=[CH:22][C:21]([CH:28]3[CH2:30][O:29]3)=[N:20]2)=[N:15][CH:16]=[CH:17][CH:18]=1.O.